The task is: Predict the reaction yield, written as a fraction of the theoretical maximum amount of product (1.0 means a 100% yield; for example, 0.34 means a 34% yield).. This data is from Reaction yield outcomes from USPTO patents with 853,638 reactions. (1) The reactants are [Cl:1][C:2]1[CH:3]=[C:4]([CH:6]=[CH:7][C:8]=1[Cl:9])[NH2:5].[CH2:10]([O:12][C:13](=[O:18])[C:14](Br)([CH3:16])[CH3:15])[CH3:11].C(N(C(C)C)CC)(C)C. The catalyst is C1COCC1. The product is [Cl:1][C:2]1[CH:3]=[C:4]([NH:5][C:14]([CH3:16])([C:13]([O:12][CH2:10][CH3:11])=[O:18])[CH3:15])[CH:6]=[CH:7][C:8]=1[Cl:9]. The yield is 0.550. (2) The reactants are [CH2:1]([O:8][C:9]([NH:11][C@@H:12]([CH2:16][C:17]1[CH:22]=[CH:21][CH:20]=[CH:19][CH:18]=1)[C@@H:13]1[O:15][CH2:14]1)=[O:10])[C:2]1[CH:7]=[CH:6][CH:5]=[CH:4][CH:3]=1.[CH2:23]([NH2:27])[CH2:24][CH2:25][CH3:26]. No catalyst specified. The product is [CH2:1]([O:8][C:9]([NH:11][C@@H:12]([CH2:16][C:17]1[CH:22]=[CH:21][CH:20]=[CH:19][CH:18]=1)[C@H:13]([OH:15])[CH2:14][NH:27][CH2:23][CH2:24][CH2:25][CH3:26])=[O:10])[C:2]1[CH:7]=[CH:6][CH:5]=[CH:4][CH:3]=1. The yield is 0.800. (3) The reactants are FC(F)(F)C(O)=O.FC(F)(F)C(O)=O.[CH3:15][N:16]1[C:21]2[N:22]=[C:23]([N:27]3[CH2:32][CH2:31][NH:30][CH2:29][CH2:28]3)[NH:24][C:25](=[O:26])[C:20]=2[CH2:19][CH2:18][CH2:17]1.C(N(CC)CC)C.[I-].[Na+].Cl[CH2:43][C:44]1[CH:49]=[N:48][CH:47]=[CH:46][N:45]=1. The catalyst is O.C(Cl)Cl.C(#N)C. The product is [CH3:15][N:16]1[C:21]2[N:22]=[C:23]([N:27]3[CH2:32][CH2:31][N:30]([CH2:43][C:44]4[CH:49]=[N:48][CH:47]=[CH:46][N:45]=4)[CH2:29][CH2:28]3)[NH:24][C:25](=[O:26])[C:20]=2[CH2:19][CH2:18][CH2:17]1. The yield is 0.700. (4) The reactants are [CH:1]([C:3]1[CH:4]=[C:5]([CH:10]=[CH:11][CH:12]=1)[C:6]([O:8][CH3:9])=[O:7])=O.[CH2:13]([OH:16])[CH2:14][OH:15].O.C1(C)C=CC(S(O)(=O)=O)=CC=1. The catalyst is C1(C)C=CC=CC=1.C(OCC)(=O)C. The product is [O:15]1[CH2:14][CH2:13][O:16][CH:1]1[C:3]1[CH:4]=[C:5]([CH:10]=[CH:11][CH:12]=1)[C:6]([O:8][CH3:9])=[O:7]. The yield is 0.980. (5) The reactants are [CH2:1]1[C:9]2[C:4](=[CH:5][CH:6]=[CH:7][CH:8]=2)[CH2:3][C:2]1=O.[CH2:11]([NH2:14])[C:12]#[CH:13]. No catalyst specified. The product is [N:14]1[CH:11]=[CH:12][CH:13]=[C:1]2[C:9]3[CH:8]=[CH:7][CH:6]=[CH:5][C:4]=3[CH2:3][C:2]=12. The yield is 0.560. (6) The reactants are Br[C:2]1[CH:7]=[CH:6][C:5]([O:8][CH3:9])=[CH:4][C:3]=1[F:10].C(=O)([O-])[O-].[Cs+].[Cs+].[C:17]([C:19]1[CH:24]=[C:23]([O:25][CH3:26])[CH:22]=[C:21]([CH3:27])[C:20]=1[O:28][CH3:29])#[CH:18]. The catalyst is C(#N)CC.[Pd](Cl)Cl.C(#N)C.C(#N)C.C1(P(C2CCCCC2)C2C=CC=CC=2C2C(C(C)C)=CC(C(C)C)=CC=2C(C)C)CCCCC1. The product is [F:10][C:3]1[CH:4]=[C:5]([O:8][CH3:9])[CH:6]=[CH:7][C:2]=1[C:18]#[C:17][C:19]1[CH:24]=[C:23]([O:25][CH3:26])[CH:22]=[C:21]([CH3:27])[C:20]=1[O:28][CH3:29]. The yield is 0.840.